From a dataset of Full USPTO retrosynthesis dataset with 1.9M reactions from patents (1976-2016). Predict the reactants needed to synthesize the given product. (1) Given the product [C:19]([NH:12][C:10]1[S:11][C:7]([C@H:3]2[CH2:4][CH2:5][CH2:6][C@H:1]([C:13]3[S:17][C:16]([NH:18][C:65](=[O:67])[CH2:64][C:60]4[CH:61]=[CH:62][CH:63]=[C:58]([O:57][CH3:56])[CH:59]=4)=[N:15][N:14]=3)[CH2:2]2)=[N:8][N:9]=1)(=[O:21])[CH3:20], predict the reactants needed to synthesize it. The reactants are: [C@H:1]1([C:13]2[S:17][C:16]([NH2:18])=[N:15][N:14]=2)[CH2:6][CH2:5][CH2:4][C@H:3]([C:7]2[S:11][C:10]([NH2:12])=[N:9][N:8]=2)[CH2:2]1.[C:19](O)(=[O:21])[CH3:20].CN(C(ON1N=NC2C=CC=NC1=2)=[N+](C)C)C.F[P-](F)(F)(F)(F)F.CCN(C(C)C)C(C)C.[CH3:56][O:57][C:58]1[CH:59]=[C:60]([CH2:64][C:65]([OH:67])=O)[CH:61]=[CH:62][CH:63]=1. (2) Given the product [F:14][C:15]1[CH:20]=[C:19]([C:7]2[CH:8]=[C:9]3[C:4](=[CH:5][CH:6]=2)[N:3]([C:11]([O:13][C:9]([CH3:10])([CH3:4])[CH3:8])=[O:12])[CH2:2][CH2:10]3)[CH:18]=[N:17][CH:16]=1, predict the reactants needed to synthesize it. The reactants are: Br[CH:2]1[CH2:10][C:9]2[C:4](=[CH:5][CH:6]=[CH:7][CH:8]=2)[N:3]1[C:11]([O-:13])=[O:12].[F:14][C:15]1[CH:16]=[N:17][CH:18]=[C:19](B2OC(C)(C)C(C)(C)O2)[CH:20]=1.C([O-])([O-])=O.[Na+].[Na+]. (3) Given the product [CH3:27][CH:28]1[CH2:33][CH2:32][CH2:31][CH2:30][N:29]1[C:34]1[CH:42]=[CH:41][C:37]([C:38]2[O:14][N:13]=[C:11]([C:8]3[CH:7]=[CH:6][C:5]([S:2]([NH2:1])(=[O:4])=[O:3])=[CH:10][CH:9]=3)[N:12]=2)=[CH:36][C:35]=1[NH:43][S:44]([CH3:47])(=[O:45])=[O:46], predict the reactants needed to synthesize it. The reactants are: [NH2:1][S:2]([C:5]1[CH:10]=[CH:9][C:8]([C:11](=[N:13][OH:14])[NH2:12])=[CH:7][CH:6]=1)(=[O:4])=[O:3].C(C1C=CC(S(N)(=O)=O)=CC=1)#N.[CH3:27][CH:28]1[CH2:33][CH2:32][CH2:31][CH2:30][N:29]1[C:34]1[CH:42]=[CH:41][C:37]([C:38](O)=O)=[CH:36][C:35]=1[NH:43][S:44]([CH3:47])(=[O:46])=[O:45]. (4) Given the product [NH2:1][C:2]1[N:7]=[CH:6][C:5]([CH:8]2[CH2:13][CH2:12][N:11]([CH3:14])[C:10](=[O:15])[CH2:9]2)=[CH:4][C:3]=1[Br:23], predict the reactants needed to synthesize it. The reactants are: [NH2:1][C:2]1[N:7]=[CH:6][C:5]([CH:8]2[CH2:13][CH2:12][N:11]([CH3:14])[C:10](=[O:15])[CH2:9]2)=[CH:4][CH:3]=1.C1C(=O)N([Br:23])C(=O)C1. (5) Given the product [CH:2]([C:3]1[CH:7]=[C:6]([NH:8][C:9](=[O:16])[C:10]2[CH:15]=[CH:14][CH:13]=[CH:12][CH:11]=2)[N:5]([C:17]2[CH:22]=[CH:21][CH:20]=[CH:19][CH:18]=2)[N:4]=1)=[O:1], predict the reactants needed to synthesize it. The reactants are: [OH:1][CH2:2][C:3]1[CH:7]=[C:6]([NH:8][C:9](=[O:16])[C:10]2[CH:15]=[CH:14][CH:13]=[CH:12][CH:11]=2)[N:5]([C:17]2[CH:22]=[CH:21][CH:20]=[CH:19][CH:18]=2)[N:4]=1.C(N(CC)CC)C.O. (6) Given the product [Cl:32][C:33]1[CH:38]=[CH:37][C:36]([C:39]2([NH:42][C:43]3[N:48]=[C:47]([O:49][CH2:50][C:51]([F:54])([F:53])[F:52])[N:46]=[C:45]([NH:55][C:56]4[CH:57]=[CH:58][C:59]([C:60]([NH:65][CH2:66][C:67]([CH3:78])([CH3:77])[CH2:68][NH:69][C:70](=[O:76])[O:71][C:72]([CH3:74])([CH3:73])[CH3:75])=[O:61])=[CH:63][CH:64]=4)[N:44]=3)[CH2:40][CH2:41]2)=[CH:35][CH:34]=1, predict the reactants needed to synthesize it. The reactants are: CCN(C(C)C)C(C)C.F[B-](F)(F)F.N1(OC(N(C)C)=[N+](C)C)C2C=CC=CC=2N=N1.[Cl:32][C:33]1[CH:38]=[CH:37][C:36]([C:39]2([NH:42][C:43]3[N:48]=[C:47]([O:49][CH2:50][C:51]([F:54])([F:53])[F:52])[N:46]=[C:45]([NH:55][C:56]4[CH:64]=[CH:63][C:59]([C:60](O)=[O:61])=[CH:58][CH:57]=4)[N:44]=3)[CH2:41][CH2:40]2)=[CH:35][CH:34]=1.[NH2:65][CH2:66][C:67]([CH3:78])([CH3:77])[CH2:68][NH:69][C:70](=[O:76])[O:71][C:72]([CH3:75])([CH3:74])[CH3:73]. (7) Given the product [Cl:18][C:10]1[CH:9]=[C:8]([C:5]2[CH:6]=[CH:7][C:2]([Cl:1])=[CH:3][CH:4]=2)[CH:13]=[C:12]([CH3:14])[N:11]=1, predict the reactants needed to synthesize it. The reactants are: [Cl:1][C:2]1[CH:7]=[CH:6][C:5]([C:8]2[CH:13]=[C:12]([CH3:14])[NH:11][C:10](=O)[CH:9]=2)=[CH:4][CH:3]=1.P(Cl)(Cl)([Cl:18])=O. (8) The reactants are: [Cl:1][C:2]1[CH:3]=[C:4]([NH:10][C@H:11]([C:19]([OH:21])=O)[CH2:12][C:13]2[CH:18]=[CH:17][CH:16]=[CH:15][CH:14]=2)[CH:5]=[CH:6][C:7]=1[C:8]#[N:9].[CH3:22][C:23]1(C)OC(=O)CC(=O)[O:24]1.S([O-])(O)(=O)=O.[K+]. Given the product [CH2:12]([CH:11]1[C:19]([OH:21])=[CH:22][C:23](=[O:24])[N:10]1[C:4]1[CH:5]=[CH:6][C:7]([C:8]#[N:9])=[C:2]([Cl:1])[CH:3]=1)[C:13]1[CH:14]=[CH:15][CH:16]=[CH:17][CH:18]=1, predict the reactants needed to synthesize it. (9) Given the product [CH2:6]([O:8][C:9]([C:10]1[C:26]([C:28]2[CH:33]=[CH:32][CH:31]=[CH:30][CH:29]=2)=[CH:25][NH:24][C:11]=1[CH2:12][CH2:13][NH:14][C:15]([O:17][C:18]([CH3:21])([CH3:20])[CH3:19])=[O:16])=[O:23])[CH3:7], predict the reactants needed to synthesize it. The reactants are: C([O-])(=O)C.[Na+].[CH2:6]([O:8][C:9](=[O:23])[CH2:10][C:11](=O)[CH2:12][CH2:13][NH:14][C:15]([O:17][C:18]([CH3:21])([CH3:20])[CH3:19])=[O:16])[CH3:7].[NH2:24][CH2:25][C:26]([C:28]1[CH:33]=[CH:32][CH:31]=[CH:30][CH:29]=1)=O.